Task: Predict the reactants needed to synthesize the given product.. Dataset: Full USPTO retrosynthesis dataset with 1.9M reactions from patents (1976-2016) (1) Given the product [N:38]1[C:37]2[CH:41]=[CH:42][C:34]([C:32]([N:24]3[CH2:25][CH2:26][C:27]4([CH3:31])[C:28]([CH3:30])([CH3:29])[CH:23]3[CH2:22][C:21]3[CH:43]=[C:17]([CH2:16][NH:15][C:12](=[O:14])[CH3:13])[CH:18]=[CH:19][C:20]=34)=[O:33])=[CH:35][C:36]=2[NH:40][CH:39]=1, predict the reactants needed to synthesize it. The reactants are: C(N(CC)CC)C.C(O[C:12](=[O:14])[CH3:13])(=O)C.[NH2:15][CH2:16][C:17]1[CH:18]=[CH:19][C:20]2[C:27]3([CH3:31])[C:28]([CH3:30])([CH3:29])[CH:23]([N:24]([C:32]([C:34]4[CH:42]=[CH:41][C:37]5[N:38]=[CH:39][NH:40][C:36]=5[CH:35]=4)=[O:33])[CH2:25][CH2:26]3)[CH2:22][C:21]=2[CH:43]=1.N. (2) Given the product [C:1]([O:5][C:6]([N:8]([OH:26])[C:9]1([CH3:25])[C:13](=[O:14])[N:12]([CH3:15])[N:11]=[C:10]1[C:16]1[CH:17]=[CH:18][C:19]([C:20]([NH:28][CH2:29][C:30]([O:32][C:33]([CH3:36])([CH3:35])[CH3:34])=[O:31])=[O:21])=[CH:23][CH:24]=1)=[O:7])([CH3:3])([CH3:4])[CH3:2], predict the reactants needed to synthesize it. The reactants are: [C:1]([O:5][C:6]([N:8]([OH:26])[C:9]1([CH3:25])[C:13](=[O:14])[N:12]([CH3:15])[N:11]=[C:10]1[C:16]1[CH:24]=[CH:23][C:19]([C:20](O)=[O:21])=[CH:18][CH:17]=1)=[O:7])([CH3:4])([CH3:3])[CH3:2].Cl.[NH2:28][CH2:29][C:30]([O:32][C:33]([CH3:36])([CH3:35])[CH3:34])=[O:31].